This data is from Full USPTO retrosynthesis dataset with 1.9M reactions from patents (1976-2016). The task is: Predict the reactants needed to synthesize the given product. (1) Given the product [Cl:11][C:9]1[CH:8]=[CH:7][N:6]=[C:5]2[NH:4][C:3](=[O:12])[CH2:2][C:10]=12, predict the reactants needed to synthesize it. The reactants are: Br[C:2]1(Br)[C:10]2[C:5](=[N:6][CH:7]=[CH:8][C:9]=2[Cl:11])[NH:4][C:3]1=[O:12].C(O)(=O)C.CO. (2) The reactants are: [Br:1][C:2]1[CH:7]=[CH:6][N:5]=[C:4]([C:8]([OH:10])=O)[CH:3]=1.C1C=CC2N(O)N=NC=2C=1.CCN=C=NCCCN(C)C.C(N(CC)CC)C.Cl.[C:40]([O:44][NH2:45])([CH3:43])([CH3:42])[CH3:41]. Given the product [C:40]([O:44][NH:45][C:8]([C:4]1[CH:3]=[C:2]([Br:1])[CH:7]=[CH:6][N:5]=1)=[O:10])([CH3:43])([CH3:42])[CH3:41], predict the reactants needed to synthesize it. (3) Given the product [C:11]1([C:15]2[CH:16]=[CH:17][CH:18]=[CH:19][CH:20]=2)[CH:12]=[CH:13][CH:14]=[C:9]([C:7](=[O:8])[CH2:6][CH2:5][C:4]([OH:21])=[O:3])[CH:10]=1, predict the reactants needed to synthesize it. The reactants are: C([O:3][C:4](=[O:21])[CH2:5][CH2:6][C:7]([C:9]1[CH:10]=[C:11]([C:15]2[CH:20]=[CH:19][CH:18]=[CH:17][CH:16]=2)[CH:12]=[CH:13][CH:14]=1)=[O:8])C.O[Li].O. (4) Given the product [CH2:1]([NH:5][C:6]([NH:8][C:9]1[N:14]=[N:13][C:12]([N:15]2[CH2:16][CH2:17][N:18]([C:21](=[O:22])[C:23]3[CH:28]=[CH:27][CH:26]=[CH:25][C:24]=3[C:29]([F:32])([F:31])[F:30])[CH2:19][CH2:20]2)=[CH:11][CH:10]=1)=[O:7])[CH2:2][CH2:3][CH3:4], predict the reactants needed to synthesize it. The reactants are: [CH2:1]([N:5]=[C:6]=[O:7])[CH2:2][CH2:3][CH3:4].[NH2:8][C:9]1[N:14]=[N:13][C:12]([N:15]2[CH2:20][CH2:19][N:18]([C:21]([C:23]3[CH:28]=[CH:27][CH:26]=[CH:25][C:24]=3[C:29]([F:32])([F:31])[F:30])=[O:22])[CH2:17][CH2:16]2)=[CH:11][CH:10]=1. (5) Given the product [CH3:32][S:33]([NH:1][CH2:2][C:3]1[CH:4]=[C:5]([C:9]2[CH:10]=[C:11]3[C:15](=[CH:16][CH:17]=2)[CH2:14][CH:13]([NH:18][S:19]([CH:22]([CH3:24])[CH3:23])(=[O:21])=[O:20])[CH2:12]3)[CH:6]=[CH:7][CH:8]=1)(=[O:35])=[O:34], predict the reactants needed to synthesize it. The reactants are: [NH2:1][CH2:2][C:3]1[CH:4]=[C:5]([C:9]2[CH:10]=[C:11]3[C:15](=[CH:16][CH:17]=2)[CH2:14][CH:13]([NH:18][S:19]([CH:22]([CH3:24])[CH3:23])(=[O:21])=[O:20])[CH2:12]3)[CH:6]=[CH:7][CH:8]=1.C(N(CC)CC)C.[CH3:32][S:33](Cl)(=[O:35])=[O:34]. (6) Given the product [C:21]([O:20][C:18](=[O:19])[NH:17][CH2:16][C:13]1[CH:14]=[CH:15][C:10]([CH2:9][OH:8])=[C:11]([Cl:25])[CH:12]=1)([CH3:24])([CH3:22])[CH3:23], predict the reactants needed to synthesize it. The reactants are: [H-].[Al+3].[Li+].[H-].[H-].[H-].C[O:8][C:9](=O)[C:10]1[CH:15]=[CH:14][C:13]([CH2:16][NH:17][C:18]([O:20][C:21]([CH3:24])([CH3:23])[CH3:22])=[O:19])=[CH:12][C:11]=1[Cl:25]. (7) Given the product [OH:15][CH:16]1[CH2:21][CH2:20][N:19]([CH2:13][CH2:12][CH2:11][C:7]2[N:6]=[C:5]3[CH2:4][O:3][C:2](=[O:1])[C:10]3=[CH:9][CH:8]=2)[CH2:18][CH2:17]1, predict the reactants needed to synthesize it. The reactants are: [O:1]=[C:2]1[C:10]2[C:5](=[N:6][C:7]([CH2:11][CH2:12][CH:13]=O)=[CH:8][CH:9]=2)[CH2:4][O:3]1.[OH:15][CH:16]1[CH2:21][CH2:20][NH:19][CH2:18][CH2:17]1.